Dataset: Full USPTO retrosynthesis dataset with 1.9M reactions from patents (1976-2016). Task: Predict the reactants needed to synthesize the given product. (1) The reactants are: [CH2:1]([O:5][C:6]1[CH:11]=[C:10](F)[N:9]=[CH:8][N:7]=1)[C:2]#[C:3][CH3:4].[F:13][C:14]([F:22])([F:21])[CH:15]1[CH2:20][CH2:19][CH2:18][NH:17][CH2:16]1. Given the product [CH2:1]([O:5][C:6]1[CH:11]=[C:10]([N:17]2[CH2:18][CH2:19][CH2:20][CH:15]([C:14]([F:22])([F:21])[F:13])[CH2:16]2)[N:9]=[CH:8][N:7]=1)[C:2]#[C:3][CH3:4], predict the reactants needed to synthesize it. (2) Given the product [ClH:11].[CH3:1][O:2][C:3]([C:5]1[C:6]([C:12]2[CH:17]=[CH:16][C:15]([C@H:18]([NH2:20])[CH3:19])=[C:14]([F:28])[CH:13]=2)=[CH:7][CH:8]=[CH:9][C:10]=1[Cl:11])=[O:4], predict the reactants needed to synthesize it. The reactants are: [CH3:1][O:2][C:3]([C:5]1[C:6]([C:12]2[CH:17]=[CH:16][C:15]([C@H:18]([NH:20]C(OC(C)(C)C)=O)[CH3:19])=[C:14]([F:28])[CH:13]=2)=[CH:7][CH:8]=[CH:9][C:10]=1[Cl:11])=[O:4].Cl.O1CCOCC1. (3) Given the product [I:2][C:3]1[CH:4]=[CH:5][C:6]([CH2:9][C:10]([O:12][CH3:14])=[O:11])=[CH:7][CH:8]=1, predict the reactants needed to synthesize it. The reactants are: Cl.[I:2][C:3]1[CH:8]=[CH:7][C:6]([CH2:9][C:10]([OH:12])=[O:11])=[CH:5][CH:4]=1.O1CCOC[CH2:14]1. (4) Given the product [CH3:1][C:2]1[CH:3]=[CH:4][C:5]([S:8]([N:11]([CH2:17][C:18]2[CH:19]=[CH:20][C:21]([C:22]([OH:24])=[O:23])=[CH:26][CH:27]=2)[CH:12]([CH2:13][CH3:14])[CH2:15][CH3:16])(=[O:10])=[O:9])=[CH:6][CH:7]=1, predict the reactants needed to synthesize it. The reactants are: [CH3:1][C:2]1[CH:7]=[CH:6][C:5]([S:8]([N:11]([CH2:17][C:18]2[CH:27]=[CH:26][C:21]([C:22]([O:24]C)=[O:23])=[CH:20][CH:19]=2)[CH:12]([CH2:15][CH3:16])[CH2:13][CH3:14])(=[O:10])=[O:9])=[CH:4][CH:3]=1.[OH-].[K+]. (5) Given the product [CH2:16]([O:20][C:21]([N:23]1[CH2:28][CH2:27][N:26]([C:29](=[O:41])[C@@H:30]([NH:40][C:7]([C:5]2[S:6][C:2]([Br:1])=[C:3]([C:10]3[CH:15]=[CH:14][CH:13]=[CH:12][CH:11]=3)[N:4]=2)=[O:9])[CH2:31][CH2:32][C:33]([O:35][C:36]([CH3:39])([CH3:38])[CH3:37])=[O:34])[CH2:25][CH2:24]1)=[O:22])[CH2:17][CH2:18][CH3:19], predict the reactants needed to synthesize it. The reactants are: [Br:1][C:2]1[S:6][C:5]([C:7]([OH:9])=O)=[N:4][C:3]=1[C:10]1[CH:15]=[CH:14][CH:13]=[CH:12][CH:11]=1.[CH2:16]([O:20][C:21]([N:23]1[CH2:28][CH2:27][N:26]([C:29](=[O:41])[C@@H:30]([NH2:40])[CH2:31][CH2:32][C:33]([O:35][C:36]([CH3:39])([CH3:38])[CH3:37])=[O:34])[CH2:25][CH2:24]1)=[O:22])[CH2:17][CH2:18][CH3:19]. (6) Given the product [CH3:46][N:43]1[CH2:42][CH2:41][N:40]([C:37]2[CH:36]=[CH:35][C:34]([C:33]([NH:32][C:10]3[C:11]4[C:16](=[CH:15][C:14]([O:17][CH2:18][C:19]5[CH:24]=[CH:23][CH:22]=[C:21]([O:25][C:26]6[CH:27]=[CH:28][CH:29]=[CH:30][CH:31]=6)[CH:20]=5)=[CH:13][CH:12]=4)[NH:8][N:9]=3)=[O:47])=[CH:39][CH:38]=2)[CH2:45][CH2:44]1, predict the reactants needed to synthesize it. The reactants are: C(OC([N:8]1[C:16]2[C:11](=[CH:12][CH:13]=[C:14]([O:17][CH2:18][C:19]3[CH:24]=[CH:23][CH:22]=[C:21]([O:25][C:26]4[CH:31]=[CH:30][CH:29]=[CH:28][CH:27]=4)[CH:20]=3)[CH:15]=2)[C:10]([NH:32][C:33](=[O:47])[C:34]2[CH:39]=[CH:38][C:37]([N:40]3[CH2:45][CH2:44][N:43]([CH3:46])[CH2:42][CH2:41]3)=[CH:36][CH:35]=2)=[N:9]1)=O)(C)(C)C.C(Cl)Cl.CO.